Dataset: Full USPTO retrosynthesis dataset with 1.9M reactions from patents (1976-2016). Task: Predict the reactants needed to synthesize the given product. The reactants are: [Br:1][C:2]1[CH:3]=[N:4][C:5]2[N:6]([N:8]=[C:9]([C:11]([OH:13])=O)[CH:10]=2)[CH:7]=1.Br.[CH:15]([C:18]1[S:19][C:20]2[CH2:26][CH2:25][NH:24][CH2:23][CH2:22][C:21]=2[N:27]=1)([CH3:17])[CH3:16]. Given the product [Br:1][C:2]1[CH:3]=[N:4][C:5]2[N:6]([N:8]=[C:9]([C:11]([N:24]3[CH2:25][CH2:26][C:20]4[S:19][C:18]([CH:15]([CH3:17])[CH3:16])=[N:27][C:21]=4[CH2:22][CH2:23]3)=[O:13])[CH:10]=2)[CH:7]=1, predict the reactants needed to synthesize it.